Dataset: Full USPTO retrosynthesis dataset with 1.9M reactions from patents (1976-2016). Task: Predict the reactants needed to synthesize the given product. Given the product [OH:10][C@@H:5]([CH2:6][CH:7]([CH3:9])[CH3:8])[C@H:2]([CH3:3])[CH:1]=[O:4], predict the reactants needed to synthesize it. The reactants are: [CH:1](=[O:4])[CH2:2][CH3:3].[CH:5](=[O:10])[CH2:6][CH:7]([CH3:9])[CH3:8].N1CCC[C@H]1C(O)=O.